This data is from Full USPTO retrosynthesis dataset with 1.9M reactions from patents (1976-2016). The task is: Predict the reactants needed to synthesize the given product. (1) Given the product [Cl:1][C:2]1[N:7]=[C:6]([C:8]2[S:45][C:43]([C:42]([CH3:47])([CH3:46])[CH3:41])=[N:44][C:9]=2[C:11]2[C:12]([F:29])=[C:13]([NH:17][S:18]([C:21]3[C:26]([F:27])=[CH:25][CH:24]=[CH:23][C:22]=3[F:28])(=[O:20])=[O:19])[CH:14]=[CH:15][CH:16]=2)[CH:5]=[CH:4][N:3]=1, predict the reactants needed to synthesize it. The reactants are: [Cl:1][C:2]1[N:7]=[C:6]([CH2:8][C:9]([C:11]2[C:12]([F:29])=[C:13]([NH:17][S:18]([C:21]3[C:26]([F:27])=[CH:25][CH:24]=[CH:23][C:22]=3[F:28])(=[O:20])=[O:19])[CH:14]=[CH:15][CH:16]=2)=O)[CH:5]=[CH:4][N:3]=1.ClCCl.BrN1C(=O)CCC1=O.[CH3:41][C:42]([CH3:47])([CH3:46])[C:43](=[S:45])[NH2:44]. (2) Given the product [N:1]1[CH:5]=[C:4]([CH2:6][N:7]([C:8]2[CH:13]=[CH:12][CH:11]=[C:10]([O:14][CH3:15])[CH:9]=2)[CH2:22][C:19]2[CH:20]=[CH:21][N:16]=[CH:17][CH:18]=2)[NH:3][CH:2]=1, predict the reactants needed to synthesize it. The reactants are: [N:1]1[CH:5]=[C:4]([CH2:6][NH:7][C:8]2[CH:13]=[CH:12][CH:11]=[C:10]([O:14][CH3:15])[CH:9]=2)[NH:3][CH:2]=1.[N:16]1[CH:21]=[CH:20][C:19]([CH:22]=O)=[CH:18][CH:17]=1.C(O[BH-](OC(=O)C)OC(=O)C)(=O)C.[Na+]. (3) Given the product [Br:14][C:6]1[CH:5]=[CH:4][C:3]([O:2][CH3:1])=[C:12]2[C:7]=1[CH:8]=[CH:9][C:10]([CH3:13])=[N:11]2, predict the reactants needed to synthesize it. The reactants are: [CH3:1][O:2][C:3]1[CH:4]=[CH:5][CH:6]=[C:7]2[C:12]=1[N:11]=[C:10]([CH3:13])[CH:9]=[CH:8]2.[Br:14]Br. (4) The reactants are: Br[CH2:2][C:3]1[C:12]([Cl:13])=[N:11][CH:10]=[CH:9][C:4]=1[C:5]([O:7]C)=O.Cl.[Cl:15][C:16]1[CH:17]=[C:18]([CH:27]([NH2:29])[CH3:28])[CH:19]=[CH:20][C:21]=1[O:22][CH2:23][CH:24]([F:26])[F:25]. Given the product [Cl:13][C:12]1[C:3]2[CH2:2][N:29]([CH:27]([C:18]3[CH:19]=[CH:20][C:21]([O:22][CH2:23][CH:24]([F:25])[F:26])=[C:16]([Cl:15])[CH:17]=3)[CH3:28])[C:5](=[O:7])[C:4]=2[CH:9]=[CH:10][N:11]=1, predict the reactants needed to synthesize it. (5) Given the product [C:1]([C:4]1[CH:5]=[CH:6][C:7]([CH:13]2[CH2:14][CH:15]([CH2:26][OH:27])[CH2:16][N:17]([C:19]([O:21][C:22]([CH3:25])([CH3:24])[CH3:23])=[O:20])[CH2:18]2)=[C:8]2[C:12]=1[NH:11][CH:10]=[CH:9]2)(=[O:3])[NH2:2], predict the reactants needed to synthesize it. The reactants are: [C:1]([C:4]1[CH:5]=[CH:6][C:7]([CH:13]2[CH2:18][N:17]([C:19]([O:21][C:22]([CH3:25])([CH3:24])[CH3:23])=[O:20])[CH2:16][CH:15]([C:26](OC)=[O:27])[CH2:14]2)=[C:8]2[C:12]=1[NH:11][CH:10]=[CH:9]2)(=[O:3])[NH2:2].O.[Li+].[BH4-].[NH4+].[Cl-]. (6) Given the product [N:3]1[CH:4]=[CH:5][CH:6]=[CH:7][C:2]=1[S:9]([Cl:13])(=[O:12])=[O:8], predict the reactants needed to synthesize it. The reactants are: S[C:2]1[CH:7]=[CH:6][CH:5]=[CH:4][N:3]=1.[OH:8][S:9]([OH:12])(=O)=O.[Cl:13][O-].[Na+]. (7) Given the product [CH3:31][C:28]1[CH:29]=[CH:30][C:25]([NH:1][C:2]2[CH:3]=[CH:4][C:5]([O:6][C:7]3[C:12]([CH:13]4[CH2:18][CH2:17][N:16]([C:19](=[O:21])[CH3:20])[CH2:15][CH2:14]4)=[CH:11][CH:10]=[CH:9][N:8]=3)=[CH:22][CH:23]=2)=[N:26][CH:27]=1, predict the reactants needed to synthesize it. The reactants are: [NH2:1][C:2]1[CH:23]=[CH:22][C:5]([O:6][C:7]2[C:12]([CH:13]3[CH2:18][CH2:17][N:16]([C:19](=[O:21])[CH3:20])[CH2:15][CH2:14]3)=[CH:11][CH:10]=[CH:9][N:8]=2)=[CH:4][CH:3]=1.Cl[C:25]1[CH:30]=[CH:29][C:28]([CH3:31])=[CH:27][N:26]=1.C1(P(C2CCCCC2)C2C=CC=CC=2C2C=CC=CC=2C)CCCCC1.CC(C)([O-])C.[Na+]. (8) Given the product [Cl:21][C:12]1[N:11]=[C:10]([Cl:18])[CH:9]=[C:8]([C:3]2[CH:4]=[CH:5][CH:6]=[CH:7][C:2]=2[Cl:1])[N:13]=1, predict the reactants needed to synthesize it. The reactants are: [Cl:1][C:2]1[CH:7]=[CH:6][CH:5]=[CH:4][C:3]=1[C:8]1[NH:13][C:12](=O)[NH:11][C:10](=O)[CH:9]=1.O=P(Cl)(Cl)[Cl:18].[ClH:21].C(N(CC)CC)C.C(=O)(O)[O-].[Na+]. (9) Given the product [CH3:20][CH2:15][CH2:16][CH2:17][CH:8]([CH2:7][O:6][C:1]([CH:2]=[CH2:4])=[O:5])[CH2:21][CH3:22].[CH3:9][CH2:10][CH2:8][CH2:7][O:6][C:1]([CH:2]=[CH2:4])=[O:5], predict the reactants needed to synthesize it. The reactants are: [C:1]([O:6][CH2:7][CH3:8])(=[O:5])[C:2]([CH3:4])=C.[C:9](O[CH:15]1[CH2:20]CC[CH2:17][CH2:16]1)(=O)[C:10](C)=C.[C:21](OCCO)(=O)[C:22](C)=C.CC(C(C1CC(C)(C)N(C)C(C)(C)C1)=O)=C.CN1C(C)(C)CC(C=C(C)C(O)=O)CC1(C)C.C(O)(=O)C(C)=C.COCC(O)C.N(C(C)(C)C#N)=NC(C)(C)C#N.